From a dataset of Reaction yield outcomes from USPTO patents with 853,638 reactions. Predict the reaction yield, written as a fraction of the theoretical maximum amount of product (1.0 means a 100% yield; for example, 0.34 means a 34% yield). (1) The reactants are [Br:1][C:2]1[C:11]([CH:12]([OH:17])[C:13]([O:15][CH3:16])=[O:14])=[CH:10][CH:9]=[CH:8][C:3]=1[C:4]([O:6][CH3:7])=[O:5].Cl(O)(=O)(=O)=O.C(=O)(O)[O-].[Na+]. The catalyst is C(OC(C)(C)C)(=O)C. The product is [Br:1][C:2]1[C:11]([CH:12]([O:17][C:3]([CH3:8])([CH3:4])[CH3:2])[C:13]([O:15][CH3:16])=[O:14])=[CH:10][CH:9]=[CH:8][C:3]=1[C:4]([O:6][CH3:7])=[O:5]. The yield is 0.710. (2) The reactants are Br.[Cl:2][C:3]1[CH:4]=[CH:5][C:6]([N:16]2[CH:20]=[C:19]([O:21]CC)[N:18]=[N:17]2)=[C:7]([C:9]2[N:14]=[CH:13][N:12]=[C:11]([OH:15])[CH:10]=2)[CH:8]=1.[Al+3].[Cl-].[Cl-].[Cl-].CO.Cl. The catalyst is C(Cl)Cl. The product is [Cl:2][C:3]1[CH:4]=[CH:5][C:6]([N:16]2[CH:20]=[C:19]([OH:21])[N:18]=[N:17]2)=[C:7]([C:9]2[N:14]=[CH:13][N:12]=[C:11]([OH:15])[CH:10]=2)[CH:8]=1. The yield is 0.612.